Dataset: Forward reaction prediction with 1.9M reactions from USPTO patents (1976-2016). Task: Predict the product of the given reaction. (1) Given the reactants [CH:1]1[C:6]2[C:7]3[CH:16]=[CH:15][CH:14]=[CH:13][C:8]=3[CH2:9][C:10](=[O:12])[CH2:11][C:5]=2[CH:4]=[CH:3][CH:2]=1.[N:17](OCCCC)=O.[ClH:24], predict the reaction product. The product is: [ClH:24].[NH2:17][CH:9]1[C:8]2[CH:13]=[CH:14][CH:15]=[CH:16][C:7]=2[C:6]2[CH:1]=[CH:2][CH:3]=[CH:4][C:5]=2[CH2:11][CH:10]1[OH:12]. (2) Given the reactants [O:1]1[CH2:6][CH2:5][CH2:4][CH:3]([CH2:7][OH:8])[CH2:2]1.[C:9]1([CH3:19])[CH:14]=[CH:13][C:12]([S:15](Cl)(=[O:17])=[O:16])=[CH:11][CH:10]=1, predict the reaction product. The product is: [CH3:19][C:9]1[CH:14]=[CH:13][C:12]([S:15]([O:8][CH2:7][CH:3]2[CH2:4][CH2:5][CH2:6][O:1][CH2:2]2)(=[O:17])=[O:16])=[CH:11][CH:10]=1. (3) Given the reactants N[C:2]1[S:3][C:4]([C:11]2[CH:16]=[CH:15][CH:14]=[CH:13][CH:12]=2)=[CH:5][C:6]=1[C:7]([O:9][CH3:10])=[O:8].S(=O)(=O)(O)O.N([O-])=O.[Na+].[I-:26].[K+], predict the reaction product. The product is: [I:26][C:2]1[S:3][C:4]([C:11]2[CH:16]=[CH:15][CH:14]=[CH:13][CH:12]=2)=[CH:5][C:6]=1[C:7]([O:9][CH3:10])=[O:8]. (4) Given the reactants [CH3:1][C:2]1([CH3:14])[O:6][C@H:5]2[O:7][C@H:8]([C@H:10]([OH:13])[CH2:11][OH:12])[CH2:9][C@H:4]2[O:3]1.[C:15]1([CH3:25])[CH:20]=[CH:19][C:18]([S:21](Cl)(=[O:23])=[O:22])=[CH:17][CH:16]=1, predict the reaction product. The product is: [CH3:25][C:15]1[CH:20]=[CH:19][C:18]([S:21]([O:12][CH2:11][C@H:10]([C@H:8]2[O:7][C@@H:5]3[O:6][C:2]([CH3:14])([CH3:1])[O:3][C@@H:4]3[CH2:9]2)[OH:13])(=[O:23])=[O:22])=[CH:17][CH:16]=1. (5) Given the reactants [C:1]([C:3]1[C:4](F)=[C:5]([F:22])[CH:6]=[C:7]2[C:12]=1[N:11]([CH:13]1[CH2:15][CH2:14]1)[C:10]([C:16]([O:18][CH2:19][CH3:20])=[O:17])=[CH:9][C:8]2=[O:21])#[N:2].Cl.Cl.[NH2:26][CH2:27][C:28]12[CH2:35][NH:34][CH2:33][CH:32]1[CH2:31][CH2:30][O:29]2.C(N(CC)CC)C, predict the reaction product. The product is: [NH2:26][CH2:27][C:28]12[CH2:35][N:34]([C:4]3[C:3]([C:1]#[N:2])=[C:12]4[C:7]([C:8](=[O:21])[CH:9]=[C:10]([C:16]([O:18][CH2:19][CH3:20])=[O:17])[N:11]4[CH:13]4[CH2:15][CH2:14]4)=[CH:6][C:5]=3[F:22])[CH2:33][CH:32]1[CH2:31][CH2:30][O:29]2.